Dataset: Catalyst prediction with 721,799 reactions and 888 catalyst types from USPTO. Task: Predict which catalyst facilitates the given reaction. Product: [CH2:7]([O:14][C:15]([NH:17][C:18]1[CH:23]=[CH:22][N:21]([CH2:2][C:3]([OH:5])=[O:4])[C:20](=[O:24])[N:19]=1)=[O:16])[C:8]1[CH:13]=[CH:12][CH:11]=[CH:10][CH:9]=1. The catalyst class is: 3. Reactant: Br[CH2:2][C:3]([O:5]C)=[O:4].[CH2:7]([O:14][C:15]([NH:17][C:18]1[CH:23]=[CH:22][NH:21][C:20](=[O:24])[N:19]=1)=[O:16])[C:8]1[CH:13]=[CH:12][CH:11]=[CH:10][CH:9]=1.C(=O)([O-])[O-].[K+].[K+].